Dataset: Forward reaction prediction with 1.9M reactions from USPTO patents (1976-2016). Task: Predict the product of the given reaction. (1) Given the reactants [C:1]([O:4][C:5]1[C:6]([CH:17]([CH3:19])[CH3:18])=[CH:7][C:8]([OH:16])=[C:9]([C:12]=1[CH:13]([CH3:15])[CH3:14])[CH:10]=[O:11])(=[O:3])[CH3:2].[H-].[Na+].[Mg].Br[CH:24]([CH2:27][CH3:28])[CH2:25][CH3:26].Cl, predict the reaction product. The product is: [C:1]([O:4][C:5]1[C:6]([CH:17]([CH3:19])[CH3:18])=[CH:7][C:8]([OH:16])=[C:9]([CH:10]([OH:11])[CH:24]([CH2:27][CH3:28])[CH2:25][CH3:26])[C:12]=1[CH:13]([CH3:15])[CH3:14])(=[O:3])[CH3:2]. (2) Given the reactants C1([C:7]2O[N:10]=[C:9]([NH2:12])[N:8]=2)C=CC=CC=1.[Cl:13][C:14]1[CH:20]=[CH:19][C:17]([NH2:18])=[CH:16][CH:15]=1, predict the reaction product. The product is: [Cl:13][C:14]1[CH:20]=[CH:19][C:17]([N:18]2[CH:7]=[N:8][C:9]([NH2:12])=[N:10]2)=[CH:16][CH:15]=1. (3) The product is: [C:23]([C:27]1[CH:28]=[CH:29][C:30]([S:33][S:17][C:6]2[C:7]([CH2:13][CH:14]([CH3:16])[CH3:15])=[C:8]([C:9]([O:11][CH3:12])=[O:10])[C:3]([CH:2]([F:1])[F:22])=[N:4][C:5]=2[C:18]([F:21])([F:20])[F:19])=[CH:31][CH:32]=1)([CH3:26])([CH3:24])[CH3:25]. Given the reactants [F:1][CH:2]([F:22])[C:3]1[C:8]([C:9]([O:11][CH3:12])=[O:10])=[C:7]([CH2:13][CH:14]([CH3:16])[CH3:15])[C:6]([SH:17])=[C:5]([C:18]([F:21])([F:20])[F:19])[N:4]=1.[C:23]([C:27]1[CH:32]=[CH:31][C:30]([SH:33])=[CH:29][CH:28]=1)([CH3:26])([CH3:25])[CH3:24].BrBr.O, predict the reaction product. (4) Given the reactants [N:1]1([C@:4]23[CH2:39][CH2:38][C@@H:37]([C:40]([CH3:42])=[CH2:41])[C@@H:5]2[C@@H:6]2[C@@:19]([CH3:22])([CH2:20][CH2:21]3)[C@@:18]3([CH3:23])[C@@H:9]([C@:10]4([CH3:36])[C@@H:15]([CH2:16][CH2:17]3)[C:14]([CH3:25])([CH3:24])[C:13]([C:26]3[CH:35]=[CH:34][C:29]([C:30]([O:32][CH3:33])=[O:31])=[CH:28][CH:27]=3)=[CH:12][CH2:11]4)[CH2:8][CH2:7]2)[CH2:3][CH2:2]1.[C@H:43]12[CH2:56][C@H:47]([N:48]1[C:49]([O:51][C:52]([CH3:55])([CH3:54])[CH3:53])=[O:50])[CH2:46][NH:45][CH2:44]2.C(N(CC)C(C)C)(C)C, predict the reaction product. The product is: [CH3:33][O:32][C:30]([C:29]1[CH:28]=[CH:27][C:26]([C:13]2[C:14]([CH3:24])([CH3:25])[C@H:15]3[C@:10]([CH3:36])([CH2:11][CH:12]=2)[C@@H:9]2[C@:18]([CH3:23])([C@@:19]4([CH3:22])[C@H:6]([CH2:7][CH2:8]2)[C@H:5]2[C@H:37]([C:40]([CH3:42])=[CH2:41])[CH2:38][CH2:39][C@:4]2([NH:1][CH2:2][CH2:3][N:45]2[CH2:44][C@@H:43]5[CH2:56][C@@H:47]([N:48]5[C:49]([O:51][C:52]([CH3:53])([CH3:55])[CH3:54])=[O:50])[CH2:46]2)[CH2:21][CH2:20]4)[CH2:17][CH2:16]3)=[CH:35][CH:34]=1)=[O:31]. (5) Given the reactants Br[C:2]1[N:6]([CH3:7])[N:5]=[C:4]([CH3:8])[C:3]=1[C:9]1[C:14]([F:15])=[CH:13][C:12]([O:16][CH3:17])=[CH:11][C:10]=1[F:18].C1(P(C2C=CC=CC=2)C2C3OC4C(=CC=CC=4P(C4C=CC=CC=4)C4C=CC=CC=4)C(C)(C)C=3C=CC=2)C=CC=CC=1.C(=O)([O-])[O-].[K+].[K+].[F:67][C:68]1[CH:74]=[C:73]([F:75])[CH:72]=[C:71]([F:76])[C:69]=1[NH2:70], predict the reaction product. The product is: [F:18][C:10]1[CH:11]=[C:12]([O:16][CH3:17])[CH:13]=[C:14]([F:15])[C:9]=1[C:3]1[C:4]([CH3:8])=[N:5][N:6]([CH3:7])[C:2]=1[NH:70][C:69]1[C:68]([F:67])=[CH:74][C:73]([F:75])=[CH:72][C:71]=1[F:76]. (6) Given the reactants C([O:3][C:4]([C@@H:6]1[CH2:8][C@H:7]1[C:9]1[CH:18]=[CH:17][C:16]2[C:11](=[CH:12][CH:13]=[CH:14][CH:15]=2)[CH:10]=1)=[O:5])C.[OH-].[K+].O, predict the reaction product. The product is: [CH:10]1[C:11]2[C:16](=[CH:15][CH:14]=[CH:13][CH:12]=2)[CH:17]=[CH:18][C:9]=1[C@@H:7]1[CH2:8][C@H:6]1[C:4]([OH:5])=[O:3]. (7) Given the reactants Br.[CH2:2]([C:6]1[CH:24]=[CH:23][C:9]([CH2:10][C:11]2[C:20]3[C:15](=[CH:16][C:17]([O:21]C)=[CH:18][CH:19]=3)[CH:14]=[CH:13][N:12]=2)=[CH:8][CH:7]=1)[CH2:3][CH2:4][CH3:5], predict the reaction product. The product is: [CH2:2]([C:6]1[CH:24]=[CH:23][C:9]([CH2:10][C:11]2[C:20]3[C:15](=[CH:16][C:17]([OH:21])=[CH:18][CH:19]=3)[CH:14]=[CH:13][N:12]=2)=[CH:8][CH:7]=1)[CH2:3][CH2:4][CH3:5].